Dataset: Reaction yield outcomes from USPTO patents with 853,638 reactions. Task: Predict the reaction yield, written as a fraction of the theoretical maximum amount of product (1.0 means a 100% yield; for example, 0.34 means a 34% yield). (1) The reactants are [Br:1][C:2]1[C:7]([OH:8])=[CH:6][CH:5]=[C:4]([CH3:9])[N:3]=1.[C:10](=O)([O-])[O-].[K+].[K+].IC. The catalyst is CC(C)=O. The product is [Br:1][C:2]1[C:7]([O:8][CH3:10])=[CH:6][CH:5]=[C:4]([CH3:9])[N:3]=1. The yield is 0.883. (2) The reactants are [Cl:1][C:2]1[C:3]([O:12][C:13]2[CH:18]=[C:17]([O:19][CH2:20][CH2:21][O:22][CH3:23])[CH:16]=[CH:15][C:14]=2/[CH:24]=[CH:25]/[C:26](O)=[O:27])=[N:4][CH:5]=[C:6]([C:8]([F:11])([F:10])[F:9])[CH:7]=1.[CH3:29][O:30][CH2:31][CH2:32][CH2:33][S:34]([NH2:37])(=[O:36])=[O:35].N12CCCN=C1CCCCC2. The catalyst is O1CCCC1. The product is [Cl:1][C:2]1[C:3]([O:12][C:13]2[CH:18]=[C:17]([O:19][CH2:20][CH2:21][O:22][CH3:23])[CH:16]=[CH:15][C:14]=2/[CH:24]=[CH:25]/[C:26]([NH:37][S:34]([CH2:33][CH2:32][CH2:31][O:30][CH3:29])(=[O:36])=[O:35])=[O:27])=[N:4][CH:5]=[C:6]([C:8]([F:9])([F:10])[F:11])[CH:7]=1. The yield is 0.100. (3) The reactants are [F:1][C:2]([F:22])([F:21])[C:3]1[CH:4]=[C:5]([CH:14]=[C:15]([C:17]([F:20])([F:19])[F:18])[CH:16]=1)[CH2:6][NH:7][C:8]1[N:9]=[N:10][N:11]([CH3:13])[N:12]=1.[H-].[Na+].Br[CH2:26][C:27]1[CH:32]=[C:31]([C:33]([F:36])([F:35])[F:34])[CH:30]=[CH:29][C:28]=1[C@H:37]([CH:40]1[CH2:44][CH2:43][CH2:42][CH2:41]1)[O:38][CH3:39]. The catalyst is CN(C=O)C. The product is [F:18][C:17]([F:19])([F:20])[C:15]1[CH:14]=[C:5]([CH:4]=[C:3]([C:2]([F:1])([F:21])[F:22])[CH:16]=1)[CH2:6][N:7]([CH2:26][C:27]1[CH:32]=[C:31]([C:33]([F:34])([F:35])[F:36])[CH:30]=[CH:29][C:28]=1[C@H:37]([CH:40]1[CH2:44][CH2:43][CH2:42][CH2:41]1)[O:38][CH3:39])[C:8]1[N:9]=[N:10][N:11]([CH3:13])[N:12]=1. The yield is 0.190. (4) The product is [Si:33]([O:22][CH2:21][CH2:20][CH2:19][C@H:18]([C@@H:17]1[C@:24]2([CH3:32])[C@H:14]([C@H:13]3[C@H:27]([CH2:26][CH2:25]2)[C@:28]2([CH3:31])[C:10]([CH2:9][C@@H:8]([O:7][CH:2]4[CH2:3][CH2:4][CH2:5][CH2:6][O:1]4)[CH2:30][CH2:29]2)=[CH:11][CH2:12]3)[CH2:15][CH2:16]1)[CH3:23])([C:36]([CH3:39])([CH3:38])[CH3:37])([CH3:35])[CH3:34]. The reactants are [O:1]1[CH2:6][CH2:5][CH2:4][CH2:3][CH:2]1[O:7][C@H:8]1[CH2:30][CH2:29][C@@:28]2([CH3:31])[C:10](=[CH:11][CH2:12][C@@H:13]3[C@@H:27]2[CH2:26][CH2:25][C@@:24]2([CH3:32])[C@H:14]3[CH2:15][CH2:16][C@@H:17]2[C@H:18]([CH3:23])[CH2:19][CH2:20][CH2:21][OH:22])[CH2:9]1.[Si:33](Cl)([C:36]([CH3:39])([CH3:38])[CH3:37])([CH3:35])[CH3:34].N1C=CN=C1.C([O-])(O)=O.[Na+]. The yield is 0.980. The catalyst is C(Cl)Cl. (5) The reactants are [N:1]([C@@H:4]1[CH2:10][CH2:9][C@@H:8]([C:11]2[N:15]([CH3:16])[N:14]=[CH:13][C:12]=2[N+:17]([O-:19])=[O:18])[O:7][CH2:6][C@H:5]1[OH:20])=[N+:2]=[N-:3].CC(OI1(OC(C)=O)(OC(C)=O)OC(=O)C2C=CC=CC1=2)=O.C([O-])(O)=O.[Na+].S([O-])([O-])(=O)=S.[Na+].[Na+]. The catalyst is C(Cl)Cl. The product is [N:1]([C@@H:4]1[CH2:10][CH2:9][C@@H:8]([C:11]2[N:15]([CH3:16])[N:14]=[CH:13][C:12]=2[N+:17]([O-:19])=[O:18])[O:7][CH2:6][C:5]1=[O:20])=[N+:2]=[N-:3]. The yield is 0.820. (6) The reactants are [CH3:1][O:2][C:3](=[O:12])[C:4]1[CH:9]=[CH:8][C:7]([Br:10])=[CH:6][C:5]=1[CH3:11].[Br:13]N1C(=O)CCC1=O. The catalyst is C(#N)C.S(=O)(O)[O-].[Na+].CCOCC.CC(N=NC(C#N)(C)C)(C#N)C. The product is [CH3:1][O:2][C:3](=[O:12])[C:4]1[CH:9]=[CH:8][C:7]([Br:10])=[CH:6][C:5]=1[CH2:11][Br:13]. The yield is 0.660. (7) The reactants are [BH4-].[Na+].[C:3]1([C:31]2[CH:36]=[CH:35][CH:34]=[CH:33][CH:32]=2)[CH:8]=[CH:7][C:6]([CH2:9][CH2:10][C:11](=[O:30])[CH:12]([CH2:20][CH2:21][O:22][Si:23]([C:26]([CH3:29])([CH3:28])[CH3:27])([CH3:25])[CH3:24])[C:13]([O:15][C:16]([CH3:19])([CH3:18])[CH3:17])=[O:14])=[CH:5][CH:4]=1. The catalyst is CO. The product is [C:3]1([C:31]2[CH:32]=[CH:33][CH:34]=[CH:35][CH:36]=2)[CH:8]=[CH:7][C:6]([CH2:9][CH2:10][CH:11]([OH:30])[CH:12]([CH2:20][CH2:21][O:22][Si:23]([C:26]([CH3:27])([CH3:28])[CH3:29])([CH3:24])[CH3:25])[C:13]([O:15][C:16]([CH3:19])([CH3:17])[CH3:18])=[O:14])=[CH:5][CH:4]=1. The yield is 0.690. (8) The reactants are [C:1]([O:4][CH2:5][C:6]1[C:11]([N:12]2[CH2:24][CH2:23][N:15]3[C:16]4[CH2:17][CH2:18][CH2:19][CH2:20][C:21]=4[CH:22]=[C:14]3[C:13]2=[O:25])=[CH:10][C:9]([F:26])=[CH:8][C:7]=1B1OC(C)(C)C(C)(C)O1)(=[O:3])[CH3:2].Br[C:37]1[CH:38]=[C:39]([NH:45][C:46]2[N:47]=[N:48][C:49]([N:52]3[CH2:57][CH2:56][N:55]([CH:58]4[CH2:61][O:60][CH2:59]4)[CH2:54][CH2:53]3)=[CH:50][CH:51]=2)[C:40](=[O:44])[N:41]([CH3:43])[CH:42]=1. No catalyst specified. The product is [C:1]([O:4][CH2:5][C:6]1[C:11]([N:12]2[CH2:24][CH2:23][N:15]3[C:16]4[CH2:17][CH2:18][CH2:19][CH2:20][C:21]=4[CH:22]=[C:14]3[C:13]2=[O:25])=[CH:10][C:9]([F:26])=[CH:8][C:7]=1[C:37]1[CH:38]=[C:39]([NH:45][C:46]2[N:47]=[N:48][C:49]([N:52]3[CH2:57][CH2:56][N:55]([CH:58]4[CH2:61][O:60][CH2:59]4)[CH2:54][CH2:53]3)=[CH:50][CH:51]=2)[C:40](=[O:44])[N:41]([CH3:43])[CH:42]=1)(=[O:3])[CH3:2]. The yield is 0.510.